From a dataset of Catalyst prediction with 721,799 reactions and 888 catalyst types from USPTO. Predict which catalyst facilitates the given reaction. (1) Reactant: [ClH:1].[CH3:2][O:3][C:4]1[CH:5]=[C:6]2[C:10](=[CH:11][CH:12]=1)[NH:9][C:8](=[O:13])[C@:7]12[CH2:15][C@H:14]1[C:16]1[CH:24]=[C:23]2[C:19]([C:20]([C:25]3[CH:26]=[N:27][C:28]([N:31]4[CH2:36][CH2:35][N:34]([CH3:37])[CH2:33][CH2:32]4)=[CH:29][CH:30]=3)=[N:21][NH:22]2)=[CH:18][CH:17]=1. Product: [ClH:1].[ClH:1].[CH3:2][O:3][C:4]1[CH:5]=[C:6]2[C:10](=[CH:11][CH:12]=1)[NH:9][C:8](=[O:13])[C:7]12[CH2:15][CH:14]1[C:16]1[CH:24]=[C:23]2[C:19]([C:20]([C:25]3[CH:26]=[N:27][C:28]([N:31]4[CH2:32][CH2:33][N:34]([CH3:37])[CH2:35][CH2:36]4)=[CH:29][CH:30]=3)=[N:21][NH:22]2)=[CH:18][CH:17]=1. The catalyst class is: 100. (2) Reactant: C([N:4]1[C:12]2[C:7](=[CH:8][C:9]([Br:13])=[CH:10][CH:11]=2)[C:6]([CH3:14])=[N:5]1)(=O)C.[ClH:15]. Product: [ClH:15].[Br:13][C:9]1[CH:8]=[C:7]2[C:12](=[CH:11][CH:10]=1)[NH:4][N:5]=[C:6]2[CH3:14]. The catalyst class is: 5. (3) Reactant: [Br:1][C:2]1[CH:3]=[CH:4][C:5]([O:32][C:33]([C:36]([O:38]CC)=[O:37])([CH3:35])[CH3:34])=[C:6]([CH:8]2[C:13]3([C:21]4[C:16](=[CH:17][C:18]([Cl:22])=[CH:19][CH:20]=4)[NH:15][C:14]3=[O:23])[CH:12]([C:24]3[CH:29]=[CH:28][CH:27]=[C:26]([Cl:30])[CH:25]=3)[CH2:11][C:10](=[O:31])[NH:9]2)[CH:7]=1.[OH-].[Na+]. Product: [Br:1][C:2]1[CH:3]=[CH:4][C:5]([O:32][C:33]([C:36]([OH:38])=[O:37])([CH3:34])[CH3:35])=[C:6]([CH:8]2[C:13]3([C:21]4[C:16](=[CH:17][C:18]([Cl:22])=[CH:19][CH:20]=4)[NH:15][C:14]3=[O:23])[CH:12]([C:24]3[CH:29]=[CH:28][CH:27]=[C:26]([Cl:30])[CH:25]=3)[CH2:11][C:10](=[O:31])[NH:9]2)[CH:7]=1. The catalyst class is: 24. (4) Reactant: C(N(CC)CC)C.[CH2:8]1[C:13]2([CH2:18][CH2:17][CH2:16][CH2:15][CH2:14]2)[CH2:12][CH2:11][NH:10][CH2:9]1.C[Si]([N:23]=[C:24]=[O:25])(C)C.O. Product: [CH2:8]1[C:13]2([CH2:18][CH2:17][CH2:16][CH2:15][CH2:14]2)[CH2:12][CH2:11][N:10]([C:24]([NH2:23])=[O:25])[CH2:9]1. The catalyst class is: 2. (5) Product: [C:13]1([C:2]([Br:24])([CH2:3][CH2:4][CH2:5][CH2:6][CH2:7][CH2:8][CH2:9][CH2:10][CH2:11][CH3:12])[CH3:1])[CH:18]=[CH:17][CH:16]=[CH:15][CH:14]=1. Reactant: [CH3:1][C:2](O)([C:13]1[CH:18]=[CH:17][CH:16]=[CH:15][CH:14]=1)[CH2:3][CH2:4][CH2:5][CH2:6][CH2:7][CH2:8][CH2:9][CH2:10][CH2:11][CH3:12].C[Si]([Br:24])(C)C. The catalyst class is: 363. (6) Reactant: [BH3-]C#N.[Na+].Cl.[NH2:6][C:7]1[NH:11][CH:10]=[N:9][C:8]=1[C:12]([NH2:14])=[O:13].[CH2:15]([O:17][C:18]1[C:19]([CH:30]=O)=[N:20][CH:21]=[CH:22][C:23]=1[O:24][CH2:25][CH2:26][O:27][CH2:28][CH3:29])[CH3:16]. Product: [CH2:15]([O:17][C:18]1[C:19]([CH2:30][NH:6][C:7]2[N:11]=[CH:10][NH:9][C:8]=2[C:12]([NH2:14])=[O:13])=[N:20][CH:21]=[CH:22][C:23]=1[O:24][CH2:25][CH2:26][O:27][CH2:28][CH3:29])[CH3:16]. The catalyst class is: 5.